This data is from Forward reaction prediction with 1.9M reactions from USPTO patents (1976-2016). The task is: Predict the product of the given reaction. (1) Given the reactants C[O:2][C:3]([C:5]1[CH2:9][CH2:8][CH2:7][C:6]=1[C:10](=[O:30])[NH:11][C:12]1[S:13][C:14]([CH3:29])=[C:15]([CH:26]2[CH2:28][CH2:27]2)[C:16]=1[C:17]1[O:21][N:20]=[C:19]([C:22]([F:25])([F:24])[F:23])[N:18]=1)=[O:4].O.Cl.CCOC(C)=O, predict the reaction product. The product is: [CH:26]1([C:15]2[C:16]([C:17]3[O:21][N:20]=[C:19]([C:22]([F:23])([F:24])[F:25])[N:18]=3)=[C:12]([NH:11][C:10]([C:6]3[CH2:7][CH2:8][CH2:9][C:5]=3[C:3]([OH:4])=[O:2])=[O:30])[S:13][C:14]=2[CH3:29])[CH2:27][CH2:28]1. (2) Given the reactants [CH2:1]([NH:8][CH:9]1[CH2:14][CH:13]([CH:15]([CH3:17])[CH3:16])[CH2:12][C:11]([C:18]2[CH:23]=[CH:22][N:21]=[CH:20][C:19]=2[N+:24]([O-:26])=[O:25])=[CH:10]1)[C:2]1[CH:7]=[CH:6][CH:5]=[CH:4][CH:3]=1.C(N(CC)CC)C.[CH3:34][C:35]([O:38][C:39](O[C:39]([O:38][C:35]([CH3:37])([CH3:36])[CH3:34])=[O:40])=[O:40])([CH3:37])[CH3:36], predict the reaction product. The product is: [CH2:1]([N:8]([CH:9]1[CH2:14][CH:13]([CH:15]([CH3:17])[CH3:16])[CH2:12][C:11]([C:18]2[CH:23]=[CH:22][N:21]=[CH:20][C:19]=2[N+:24]([O-:26])=[O:25])=[CH:10]1)[C:39](=[O:40])[O:38][C:35]([CH3:37])([CH3:36])[CH3:34])[C:2]1[CH:3]=[CH:4][CH:5]=[CH:6][CH:7]=1. (3) The product is: [CH2:14]([O:21][C:22]([NH:24][C@@H:25]([CH2:29][CH3:30])[C:26]([N:1]1[CH2:8][CH2:7][CH2:6][C@H:2]1[C:3]([OH:5])=[O:4])=[O:27])=[O:23])[C:15]1[CH:20]=[CH:19][CH:18]=[CH:17][CH:16]=1. Given the reactants [NH:1]1[CH2:8][CH2:7][CH2:6][C@H:2]1[C:3]([OH:5])=[O:4].C([O-])(O)=O.[Na+].[CH2:14]([O:21][C:22]([NH:24][C@@H:25]([CH2:29][CH3:30])[C:26](O)=[O:27])=[O:23])[C:15]1[CH:20]=[CH:19][CH:18]=[CH:17][CH:16]=1.Cl, predict the reaction product. (4) Given the reactants [C:1]([O:5][C:6]([N:8]1[CH2:13][CH2:12][C:11]2[O:14][N:15]=[C:16]([C:17]([O:19]CC)=[O:18])[C:10]=2[CH2:9]1)=[O:7])([CH3:4])([CH3:3])[CH3:2].[OH-].[Li+], predict the reaction product. The product is: [C:1]([O:5][C:6]([N:8]1[CH2:13][CH2:12][C:11]2[O:14][N:15]=[C:16]([C:17]([OH:19])=[O:18])[C:10]=2[CH2:9]1)=[O:7])([CH3:4])([CH3:2])[CH3:3].